Dataset: Peptide-MHC class I binding affinity with 185,985 pairs from IEDB/IMGT. Task: Regression. Given a peptide amino acid sequence and an MHC pseudo amino acid sequence, predict their binding affinity value. This is MHC class I binding data. (1) The peptide sequence is VLAYMLFTK. The MHC is HLA-A33:01 with pseudo-sequence HLA-A33:01. The binding affinity (normalized) is 0.303. (2) The peptide sequence is FHGEFTRAL. The MHC is HLA-A02:03 with pseudo-sequence HLA-A02:03. The binding affinity (normalized) is 0.0847. (3) The peptide sequence is YKSRCYVGL. The MHC is HLA-A26:01 with pseudo-sequence HLA-A26:01. The binding affinity (normalized) is 0.0847. (4) The peptide sequence is WRMLIDFRE. The MHC is Mamu-B08 with pseudo-sequence Mamu-B08. The binding affinity (normalized) is 0.0989. (5) The peptide sequence is SMRSRARHI. The MHC is HLA-B15:01 with pseudo-sequence HLA-B15:01. The binding affinity (normalized) is 0.0847.